This data is from Full USPTO retrosynthesis dataset with 1.9M reactions from patents (1976-2016). The task is: Predict the reactants needed to synthesize the given product. Given the product [NH2:23][C:20]1[N:19]=[CH:18][C:17]([C:16]#[C:15][C:11]2[CH:10]=[C:9]([NH:8][C:34]([NH:33][C:31]3[N:30]([CH3:43])[N:29]=[C:28]([C:24]([CH3:27])([CH3:26])[CH3:25])[CH:32]=3)=[O:35])[CH:14]=[N:13][CH:12]=2)=[CH:22][N:21]=1, predict the reactants needed to synthesize it. The reactants are: C(N(CC)CC)C.[NH2:8][C:9]1[CH:10]=[C:11]([C:15]#[C:16][C:17]2[CH:18]=[N:19][C:20]([NH2:23])=[N:21][CH:22]=2)[CH:12]=[N:13][CH:14]=1.[C:24]([C:28]1[CH:32]=[C:31]([NH:33][C:34](=O)[O:35]C2C=CC=CC=2)[N:30]([CH3:43])[N:29]=1)([CH3:27])([CH3:26])[CH3:25].